Dataset: Retrosynthesis with 50K atom-mapped reactions and 10 reaction types from USPTO. Task: Predict the reactants needed to synthesize the given product. (1) Given the product CC(C)c1ccc(N(Cc2cnn(Cc3cccnc3)c2)C(=O)C2CCCc3c(OCc4ccccc4)cccc32)cn1, predict the reactants needed to synthesize it. The reactants are: CC(C)c1ccc(N(Cc2cn[nH]c2)C(=O)C2CCCc3c(OCc4ccccc4)cccc32)cn1.ClCc1cccnc1. (2) Given the product C[C@H](O)C(=O)N1CCNCC1, predict the reactants needed to synthesize it. The reactants are: C[C@H](O)C(=O)N1CCN(Cc2ccccc2)CC1.